From a dataset of NCI-60 drug combinations with 297,098 pairs across 59 cell lines. Regression. Given two drug SMILES strings and cell line genomic features, predict the synergy score measuring deviation from expected non-interaction effect. (1) Drug 1: CS(=O)(=O)C1=CC(=C(C=C1)C(=O)NC2=CC(=C(C=C2)Cl)C3=CC=CC=N3)Cl. Drug 2: C1CC(=O)NC(=O)C1N2C(=O)C3=CC=CC=C3C2=O. Cell line: HOP-92. Synergy scores: CSS=9.76, Synergy_ZIP=4.83, Synergy_Bliss=9.60, Synergy_Loewe=8.10, Synergy_HSA=7.94. (2) Drug 1: CN(CC1=CN=C2C(=N1)C(=NC(=N2)N)N)C3=CC=C(C=C3)C(=O)NC(CCC(=O)O)C(=O)O. Drug 2: CC1C(C(CC(O1)OC2CC(CC3=C2C(=C4C(=C3O)C(=O)C5=CC=CC=C5C4=O)O)(C(=O)C)O)N)O. Cell line: M14. Synergy scores: CSS=44.1, Synergy_ZIP=-12.4, Synergy_Bliss=-18.8, Synergy_Loewe=-12.9, Synergy_HSA=-12.6.